The task is: Regression. Given two drug SMILES strings and cell line genomic features, predict the synergy score measuring deviation from expected non-interaction effect.. This data is from NCI-60 drug combinations with 297,098 pairs across 59 cell lines. (1) Drug 1: COC1=C(C=C2C(=C1)N=CN=C2NC3=CC(=C(C=C3)F)Cl)OCCCN4CCOCC4. Drug 2: C(CN)CNCCSP(=O)(O)O. Cell line: OVCAR-4. Synergy scores: CSS=10.6, Synergy_ZIP=-5.39, Synergy_Bliss=-4.63, Synergy_Loewe=-22.9, Synergy_HSA=-4.71. (2) Drug 1: CN1C2=C(C=C(C=C2)N(CCCl)CCCl)N=C1CCCC(=O)O.Cl. Drug 2: C1CNP(=O)(OC1)N(CCCl)CCCl. Cell line: HOP-92. Synergy scores: CSS=-1.63, Synergy_ZIP=2.73, Synergy_Bliss=2.26, Synergy_Loewe=0.0199, Synergy_HSA=-0.941. (3) Drug 1: C1=NC2=C(N=C(N=C2N1C3C(C(C(O3)CO)O)F)Cl)N. Drug 2: CCC1(CC2CC(C3=C(CCN(C2)C1)C4=CC=CC=C4N3)(C5=C(C=C6C(=C5)C78CCN9C7C(C=CC9)(C(C(C8N6C)(C(=O)OC)O)OC(=O)C)CC)OC)C(=O)OC)O.OS(=O)(=O)O. Cell line: SF-268. Synergy scores: CSS=-2.81, Synergy_ZIP=-0.378, Synergy_Bliss=-3.39, Synergy_Loewe=-11.7, Synergy_HSA=-7.52.